The task is: Predict which catalyst facilitates the given reaction.. This data is from Catalyst prediction with 721,799 reactions and 888 catalyst types from USPTO. (1) The catalyst class is: 323. Product: [C:4]([O:7][C:8]([N:10]([CH3:16])[CH2:11][CH2:12][C:13]([OH:15])=[O:14])=[O:9])([CH3:3])([CH3:5])[CH3:6]. Reactant: [H-].[Na+].[CH3:3][C:4]([O:7][C:8]([NH:10][CH2:11][CH2:12][C:13]([OH:15])=[O:14])=[O:9])([CH3:6])[CH3:5].[CH3:16]I. (2) Reactant: [CH2:1]([O:3][C:4](=[N:6][OH:7])[CH3:5])[CH3:2].C(O[K])(C)(C)C.[CH2:14]([O:21][C:22](=[O:30])[C:23]1[CH:28]=[CH:27][C:26](F)=[CH:25][CH:24]=1)[C:15]1[CH:20]=[CH:19][CH:18]=[CH:17][CH:16]=1. Product: [CH2:1]([O:3][C:4](=[N:6][O:7][C:26]1[CH:25]=[CH:24][C:23]([C:22]([O:21][CH2:14][C:15]2[CH:20]=[CH:19][CH:18]=[CH:17][CH:16]=2)=[O:30])=[CH:28][CH:27]=1)[CH3:5])[CH3:2]. The catalyst class is: 18. (3) Reactant: [Cl:1][C:2]1[CH:7]=[C:6]([O:8][C:9]2[CH:14]=[CH:13][CH:12]=[CH:11][C:10]=2[Cl:15])[CH:5]=[CH:4][C:3]=1[C:16](=O)[CH3:17].[NH2:19][OH:20]. The catalyst class is: 8. Product: [Cl:1][C:2]1[CH:7]=[C:6]([O:8][C:9]2[CH:14]=[CH:13][CH:12]=[CH:11][C:10]=2[Cl:15])[CH:5]=[CH:4][C:3]=1[C:16](=[N:19][OH:20])[CH3:17]. (4) Reactant: [H-].[Na+].[CH:3]1([NH:6][C:7](=[O:24])[C:8]2[CH:13]=[CH:12][C:11]([CH3:14])=[C:10]([C:15]3[CH:16]=[C:17]4[CH:23]=[N:22][NH:21][C:18]4=[CH:19][N:20]=3)[CH:9]=2)[CH2:5][CH2:4]1.[S:25]1[CH:29]=[CH:28][CH:27]=[C:26]1[S:30](Cl)(=[O:32])=[O:31]. Product: [CH:3]1([NH:6][C:7](=[O:24])[C:8]2[CH:9]=[C:10]([C:15]3[CH:16]=[C:17]4[CH:23]=[N:22][N:21]([S:30]([C:26]5[S:25][CH:29]=[CH:28][CH:27]=5)(=[O:32])=[O:31])[C:18]4=[CH:19][N:20]=3)[C:11]([CH3:14])=[CH:12][CH:13]=2)[CH2:5][CH2:4]1. The catalyst class is: 3.